Dataset: NCI-60 drug combinations with 297,098 pairs across 59 cell lines. Task: Regression. Given two drug SMILES strings and cell line genomic features, predict the synergy score measuring deviation from expected non-interaction effect. (1) Drug 1: CC(C1=C(C=CC(=C1Cl)F)Cl)OC2=C(N=CC(=C2)C3=CN(N=C3)C4CCNCC4)N. Drug 2: CC1C(C(CC(O1)OC2CC(CC3=C2C(=C4C(=C3O)C(=O)C5=C(C4=O)C(=CC=C5)OC)O)(C(=O)CO)O)N)O.Cl. Cell line: DU-145. Synergy scores: CSS=29.2, Synergy_ZIP=0.991, Synergy_Bliss=0.212, Synergy_Loewe=-8.21, Synergy_HSA=-0.502. (2) Drug 2: CC1C(C(CC(O1)OC2CC(OC(C2O)C)OC3=CC4=CC5=C(C(=O)C(C(C5)C(C(=O)C(C(C)O)O)OC)OC6CC(C(C(O6)C)O)OC7CC(C(C(O7)C)O)OC8CC(C(C(O8)C)O)(C)O)C(=C4C(=C3C)O)O)O)O. Drug 1: C1=CC(=CC=C1C#N)C(C2=CC=C(C=C2)C#N)N3C=NC=N3. Cell line: OVCAR3. Synergy scores: CSS=11.6, Synergy_ZIP=2.13, Synergy_Bliss=0.413, Synergy_Loewe=-18.3, Synergy_HSA=-0.397. (3) Drug 1: CC1=CC=C(C=C1)C2=CC(=NN2C3=CC=C(C=C3)S(=O)(=O)N)C(F)(F)F. Drug 2: CNC(=O)C1=NC=CC(=C1)OC2=CC=C(C=C2)NC(=O)NC3=CC(=C(C=C3)Cl)C(F)(F)F. Cell line: RXF 393. Synergy scores: CSS=1.26, Synergy_ZIP=0.329, Synergy_Bliss=0.227, Synergy_Loewe=0.312, Synergy_HSA=-1.08.